Dataset: Forward reaction prediction with 1.9M reactions from USPTO patents (1976-2016). Task: Predict the product of the given reaction. (1) Given the reactants [Br:1][C:2]1[CH:3]=[C:4]([CH2:11][OH:12])[C:5]2[N:6]([N:8]=[CH:9][N:10]=2)[CH:7]=1.CC(OI1(OC(C)=O)(OC(C)=O)OC(=O)C2C=CC=CC1=2)=O, predict the reaction product. The product is: [Br:1][C:2]1[CH:3]=[C:4]([CH:11]=[O:12])[C:5]2[N:6]([N:8]=[CH:9][N:10]=2)[CH:7]=1. (2) The product is: [CH2:1]([O:3][C:4]1[N:8]=[C:7]([CH:9]2[CH2:14][CH:13]([C:15]3[CH:16]=[CH:17][C:18]([O:21][C:22]([F:24])([F:25])[F:23])=[CH:19][CH:20]=3)[CH2:12][N:11]([C:26]([N:28]3[CH2:33][CH2:32][S:31](=[O:42])[CH2:30][CH2:29]3)=[O:27])[CH2:10]2)[O:6][N:5]=1)[CH3:2]. Given the reactants [CH2:1]([O:3][C:4]1[N:8]=[C:7]([CH:9]2[CH2:14][CH:13]([C:15]3[CH:20]=[CH:19][C:18]([O:21][C:22]([F:25])([F:24])[F:23])=[CH:17][CH:16]=3)[CH2:12][N:11]([C:26]([N:28]3[CH2:33][CH2:32][S:31][CH2:30][CH2:29]3)=[O:27])[CH2:10]2)[O:6][N:5]=1)[CH3:2].ClC1C=CC=C(C(OO)=[O:42])C=1, predict the reaction product.